From a dataset of Peptide-MHC class II binding affinity with 134,281 pairs from IEDB. Regression. Given a peptide amino acid sequence and an MHC pseudo amino acid sequence, predict their binding affinity value. This is MHC class II binding data. (1) The peptide sequence is IPSIIHEALNIALIA. The MHC is DRB1_0701 with pseudo-sequence DRB1_0701. The binding affinity (normalized) is 0.454. (2) The peptide sequence is QYDVIIQHPADMSWC. The MHC is DRB1_0401 with pseudo-sequence DRB1_0401. The binding affinity (normalized) is 0.123. (3) The peptide sequence is KIPTHRHIVGKPCPK. The MHC is DRB3_0101 with pseudo-sequence DRB3_0101. The binding affinity (normalized) is 0.0364. (4) The peptide sequence is QFKPEEITGIMKDLD. The MHC is HLA-DPA10103-DPB10201 with pseudo-sequence HLA-DPA10103-DPB10201. The binding affinity (normalized) is 0.230. (5) The peptide sequence is MGEAVQNTVEDLKLN. The MHC is HLA-DQA10401-DQB10402 with pseudo-sequence HLA-DQA10401-DQB10402. The binding affinity (normalized) is 0. (6) The peptide sequence is PNTDGIHIGDSSKVT. The MHC is DRB1_1501 with pseudo-sequence DRB1_1501. The binding affinity (normalized) is 0.153. (7) The peptide sequence is KKTLRLPKMLETEIV. The MHC is HLA-DQA10501-DQB10301 with pseudo-sequence HLA-DQA10501-DQB10301. The binding affinity (normalized) is 0.0395.